From a dataset of Full USPTO retrosynthesis dataset with 1.9M reactions from patents (1976-2016). Predict the reactants needed to synthesize the given product. Given the product [N+:1]([C:4]1[CH:12]=[CH:11][C:7]([C:8]([N:22]2[CH2:21][CH2:20][N:19]([C:25]([O:27][C:28]([CH3:31])([CH3:30])[CH3:29])=[O:26])[CH2:24][CH2:23]2)=[O:9])=[CH:6][CH:5]=1)([O-:3])=[O:2], predict the reactants needed to synthesize it. The reactants are: [N+:1]([C:4]1[CH:12]=[CH:11][C:7]([C:8](Cl)=[O:9])=[CH:6][CH:5]=1)([O-:3])=[O:2].N1C=CC=CC=1.[N:19]1([C:25]([O:27][C:28]([CH3:31])([CH3:30])[CH3:29])=[O:26])[CH2:24][CH2:23][NH:22][CH2:21][CH2:20]1.Cl.